From a dataset of Reaction yield outcomes from USPTO patents with 853,638 reactions. Predict the reaction yield, written as a fraction of the theoretical maximum amount of product (1.0 means a 100% yield; for example, 0.34 means a 34% yield). The reactants are C[O:2][C:3]([C:5]1[CH:23]=[CH:22][C:8]2[N:9]=[C:10](COC3C=CC(Cl)=CC=3Cl)[O:11][C:7]=2[CH:6]=1)=[O:4].[Br-].[Al+3].[Br-].[Br-].O.Cl. The catalyst is CSC.ClCCl. The product is [O:11]1[C:7]2[CH:6]=[C:5]([C:3]([OH:4])=[O:2])[CH:23]=[CH:22][C:8]=2[N:9]=[CH:10]1. The yield is 0.612.